Dataset: Reaction yield outcomes from USPTO patents with 853,638 reactions. Task: Predict the reaction yield, written as a fraction of the theoretical maximum amount of product (1.0 means a 100% yield; for example, 0.34 means a 34% yield). The reactants are Br[C:2]1[N:7]=[CH:6][C:5]2[N:8]=[C:9]([C:13]3[C:14]([NH2:18])=[N:15][O:16][N:17]=3)[N:10]([CH2:11][CH3:12])[C:4]=2[CH:3]=1.C1(P(C2C=CC=CC=2)C2C=CC3C(=CC=CC=3)C=2C2C3C(=CC=CC=3)C=CC=2P(C2C=CC=CC=2)C2C=CC=CC=2)C=CC=CC=1.CC([Si](C)(C)O[C:71]1[CH:72]=[C:73]([SH:77])[CH:74]=[CH:75][CH:76]=1)(C)C.CC(C)([O-])C.[Na+]. The catalyst is O1CCOCC1.C1(C)C=CC=CC=1.C1C=CC(/C=C/C(/C=C/C2C=CC=CC=2)=O)=CC=1.C1C=CC(/C=C/C(/C=C/C2C=CC=CC=2)=O)=CC=1.C1C=CC(/C=C/C(/C=C/C2C=CC=CC=2)=O)=CC=1.[Pd].[Pd]. The product is [NH2:18][C:14]1[C:13]([C:9]2[N:10]([CH2:11][CH3:12])[C:4]3[CH:3]=[C:2]([C:72]4[CH:71]=[CH:76][CH:75]=[CH:74][C:73]=4[SH:77])[N:7]=[CH:6][C:5]=3[N:8]=2)=[N:17][O:16][N:15]=1. The yield is 0.160.